Dataset: Full USPTO retrosynthesis dataset with 1.9M reactions from patents (1976-2016). Task: Predict the reactants needed to synthesize the given product. (1) Given the product [F:15][C:12]1[CH:11]=[CH:10][C:9]([C:7]2[N:8]=[C:4]([CH:1]([CH3:3])[CH3:2])[S:5][C:6]=2[C:17]2[CH:22]=[CH:21][N:20]=[C:19]([CH3:23])[CH:18]=2)=[CH:14][CH:13]=1, predict the reactants needed to synthesize it. The reactants are: [CH:1]([C:4]1[S:5][CH:6]=[C:7]([C:9]2[CH:14]=[CH:13][C:12]([F:15])=[CH:11][CH:10]=2)[N:8]=1)([CH3:3])[CH3:2].Br[C:17]1[CH:22]=[CH:21][N:20]=[C:19]([CH3:23])[CH:18]=1.C([O-])(=O)C.[K+].C(OCC)(=O)C. (2) Given the product [F:12][C:13]1[CH:18]=[CH:17][CH:16]=[CH:15][C:14]=1[C:2]1[N:7]=[C:6]([NH2:8])[C:5]([N+:9]([O-:11])=[O:10])=[CH:4][CH:3]=1, predict the reactants needed to synthesize it. The reactants are: Cl[C:2]1[N:7]=[C:6]([NH2:8])[C:5]([N+:9]([O-:11])=[O:10])=[CH:4][CH:3]=1.[F:12][C:13]1[CH:18]=[CH:17][CH:16]=[CH:15][C:14]=1B(O)O.C(=O)([O-])[O-].[Cs+].[Cs+]. (3) Given the product [F:15]/[C:9](=[CH:34]\[C:33]1[CH:36]=[CH:37][C:30]([N+:27]([O-:29])=[O:28])=[CH:31][CH:32]=1)/[C:10]([O:12][CH2:13][CH3:14])=[O:11], predict the reactants needed to synthesize it. The reactants are: C(OP([CH:9]([F:15])[C:10]([O:12][CH2:13][CH3:14])=[O:11])(OCC)=O)C.C([Li])CCC.CCCCCC.[N+:27]([C:30]1[CH:37]=[CH:36][C:33]([CH:34]=O)=[CH:32][CH:31]=1)([O-:29])=[O:28].[Cl-].[NH4+]. (4) Given the product [CH2:24]([O:23][CH:4]([O:3][CH2:1][CH3:2])[C:5]1[O:13][C:12]2[C:11]([C:31]3[CH:32]=[CH:27][CH:28]=[C:29]([O:33][C:34]([F:35])([F:36])[F:37])[CH:30]=3)=[CH:10][N:9]=[CH:8][C:7]=2[CH:6]=1)[CH3:25], predict the reactants needed to synthesize it. The reactants are: [CH2:1]([O:3][CH:4]([O:23][CH2:24][CH3:25])[C:5]1[O:13][C:12]2[C:11](B3OC(C)(C)C(C)(C)O3)=[CH:10][N:9]=[CH:8][C:7]=2[CH:6]=1)[CH3:2].I[C:27]1[CH:32]=[CH:31][CH:30]=[C:29]([O:33][C:34]([F:37])([F:36])[F:35])[CH:28]=1.C(=O)([O-])[O-].[Na+].[Na+]. (5) The reactants are: [CH:1]1([C:7](=O)[CH2:8][C:9]#[N:10])[CH2:6][CH2:5][CH2:4][CH2:3][CH2:2]1.C([O-])([O-])=O.[K+].[K+].Cl[CH2:19][C:20](=[O:22])[CH3:21].I[CH3:24].CN(C=O)C.[C:30](=[S:32])=[S:31]. Given the product [C:20]([C:19]1[S:31][C:30]([S:32][CH3:24])=[C:8]([C:9]#[N:10])[C:7]=1[CH:1]1[CH2:6][CH2:5][CH2:4][CH2:3][CH2:2]1)(=[O:22])[CH3:21], predict the reactants needed to synthesize it. (6) Given the product [CH3:21][O:20][C:17]1[CH:16]=[CH:15][C:14]([C@@:3]23[C@@H:2]([OH:1])[CH2:11][CH2:10][CH2:9][C@H:8]2[C@H:7]([CH3:12])[C:6]2([O:24][CH2:23][CH2:22][O:13]2)[CH2:5][CH2:4]3)=[CH:19][CH:18]=1, predict the reactants needed to synthesize it. The reactants are: [OH:1][C@H:2]1[CH2:11][CH2:10][CH2:9][C@@H:8]2[C@:3]1([C:14]1[CH:19]=[CH:18][C:17]([O:20][CH3:21])=[CH:16][CH:15]=1)[CH2:4][CH2:5][C:6](=[O:13])[C@H:7]2[CH3:12].[CH2:22](O)[CH2:23][OH:24].C1(C)C=CC(S(O)(=O)=O)=CC=1.O. (7) Given the product [CH:12]1([N:18]2[CH2:23][CH2:22][N:21]([CH:8]([C:7]3[CH:10]=[CH:11][C:4]([O:3][CH3:2])=[CH:5][CH:6]=3)[C:24]#[N:25])[CH2:20][CH2:19]2)[CH2:17][CH2:16][CH2:15][CH2:14][CH2:13]1, predict the reactants needed to synthesize it. The reactants are: Cl.[CH3:2][O:3][C:4]1[CH:11]=[CH:10][C:7]([CH:8]=O)=[CH:6][CH:5]=1.[CH:12]1([N:18]2[CH2:23][CH2:22][NH:21][CH2:20][CH2:19]2)[CH2:17][CH2:16][CH2:15][CH2:14][CH2:13]1.[C-:24]#[N:25].[K+].